From a dataset of Reaction yield outcomes from USPTO patents with 853,638 reactions. Predict the reaction yield, written as a fraction of the theoretical maximum amount of product (1.0 means a 100% yield; for example, 0.34 means a 34% yield). The reactants are [NH2:1][C:2]1[CH:9]=[CH:8][C:7]([Cl:10])=[CH:6][C:3]=1[C:4]#N.[Cl:11][C:12]1[CH:13]=[C:14]([Mg]Br)[CH:15]=[CH:16][CH:17]=1.C([O:22]CC)C. No catalyst specified. The product is [NH2:1][C:2]1[CH:9]=[CH:8][C:7]([Cl:10])=[CH:6][C:3]=1[C:4]([C:16]1[CH:15]=[CH:14][CH:13]=[C:12]([Cl:11])[CH:17]=1)=[O:22]. The yield is 0.630.